Dataset: Forward reaction prediction with 1.9M reactions from USPTO patents (1976-2016). Task: Predict the product of the given reaction. Given the reactants [NH:1]1[CH:5]=[C:4]([C:6]2[C:7]([C:12]3[CH:17]=[CH:16][C:15]([F:18])=[CH:14][CH:13]=3)=[N:8][O:9][C:10]=2[CH3:11])[N:3]=[CH:2]1.[F:19][C:20]1[CH:21]=[C:22](B(O)O)[CH:23]=[CH:24][C:25]=1[F:26], predict the reaction product. The product is: [F:19][C:20]1[CH:21]=[C:22]([N:1]2[CH:5]=[C:4]([C:6]3[C:7]([C:12]4[CH:17]=[CH:16][C:15]([F:18])=[CH:14][CH:13]=4)=[N:8][O:9][C:10]=3[CH3:11])[N:3]=[CH:2]2)[CH:23]=[CH:24][C:25]=1[F:26].